From a dataset of TCR-epitope binding with 47,182 pairs between 192 epitopes and 23,139 TCRs. Binary Classification. Given a T-cell receptor sequence (or CDR3 region) and an epitope sequence, predict whether binding occurs between them. The epitope is KLWAQCVQL. The TCR CDR3 sequence is CASSYGLAGGEETQYF. Result: 1 (the TCR binds to the epitope).